From a dataset of Catalyst prediction with 721,799 reactions and 888 catalyst types from USPTO. Predict which catalyst facilitates the given reaction. (1) Reactant: CO[C:3]1[C:16]2[C:15]3[N:14]=[CH:13][CH:12]=[CH:11][C:10]=3[C:9](=[O:17])[N:8]([CH2:18][C:19]3[CH:24]=[CH:23][C:22]([O:25][CH3:26])=[CH:21][CH:20]=3)[C:7]=2[CH:6]=[CH:5][CH:4]=1.[C:27](OCC)(=[O:29])C.ClCCl.CO. The catalyst class is: 45. Product: [CH3:27][O:29][C:5]1[CH:4]=[CH:3][C:16]2[C:15]3[NH:14][CH2:13][CH2:12][CH2:11][C:10]=3[C:9](=[O:17])[N:8]([CH2:18][C:19]3[CH:24]=[CH:23][C:22]([O:25][CH3:26])=[CH:21][CH:20]=3)[C:7]=2[CH:6]=1. (2) Reactant: [CH2:1]([N:9]1[CH2:14][CH2:13][CH:12]([N:15]([C:20]2[CH:25]=[CH:24][CH:23]=[CH:22][CH:21]=2)[C:16](=[O:19])[CH2:17][CH3:18])[CH2:11][CH2:10]1)[CH2:2][C:3]1[CH:8]=[CH:7][CH:6]=[CH:5][CH:4]=1.O.[C:27]([OH:39])(=[O:38])[CH2:28][C:29]([CH2:34][C:35]([OH:37])=[O:36])([C:31]([OH:33])=[O:32])[OH:30]. Product: [C:27]([OH:39])(=[O:38])[CH2:28][C:29]([CH2:34][C:35]([OH:37])=[O:36])([C:31]([OH:33])=[O:32])[OH:30].[CH2:1]([N:9]1[CH2:10][CH2:11][CH:12]([N:15]([C:20]2[CH:25]=[CH:24][CH:23]=[CH:22][CH:21]=2)[C:16](=[O:19])[CH2:17][CH3:18])[CH2:13][CH2:14]1)[CH2:2][C:3]1[CH:4]=[CH:5][CH:6]=[CH:7][CH:8]=1. The catalyst class is: 8.